This data is from Forward reaction prediction with 1.9M reactions from USPTO patents (1976-2016). The task is: Predict the product of the given reaction. (1) Given the reactants C(OC([N:8]1[CH2:13][C@H:12]([CH2:14][N:15]2[CH:19]=[C:18]([Cl:20])[N:17]=[C:16]2[CH3:21])[N:11]([CH2:22][C:23]([N:25]2[C:33]3[C:28](=[N:29][CH:30]=[C:31]([CH2:34][C:35]4[CH:40]=[CH:39][C:38]([F:41])=[CH:37][CH:36]=4)[CH:32]=3)[C:27]([CH3:43])([CH3:42])[CH2:26]2)=[O:24])[CH2:10][C@H:9]1[CH3:44])=O)(C)(C)C.[ClH:45].O1CCOCC1, predict the reaction product. The product is: [ClH:20].[ClH:45].[Cl:20][C:18]1[N:17]=[C:16]([CH3:21])[N:15]([CH2:14][C@H:12]2[CH2:13][NH:8][C@H:9]([CH3:44])[CH2:10][N:11]2[CH2:22][C:23]([N:25]2[C:33]3[C:28](=[N:29][CH:30]=[C:31]([CH2:34][C:35]4[CH:36]=[CH:37][C:38]([F:41])=[CH:39][CH:40]=4)[CH:32]=3)[C:27]([CH3:43])([CH3:42])[CH2:26]2)=[O:24])[CH:19]=1. (2) Given the reactants C(C1C=C(C=CC=1CC)C(C1C=CC=CC=1)=O)C.[CH2:19]([C:21]1[CH:26]=[CH:25][CH:24]=[CH:23][C:22]=1[CH2:27][CH3:28])[CH3:20].[Cl-].[Al+3].[Cl-].[Cl-].[CH3:33][O:34][C:35]1[CH:36]=[C:37]([CH:41]=[CH:42][C:43]=1[O:44][CH3:45])[C:38](Cl)=[O:39], predict the reaction product. The product is: [CH2:19]([C:21]1[CH:26]=[C:25]([C:38](=[O:39])[C:37]2[CH:41]=[CH:42][C:43]([O:44][CH3:45])=[C:35]([O:34][CH3:33])[CH:36]=2)[CH:24]=[CH:23][C:22]=1[CH2:27][CH3:28])[CH3:20].